From a dataset of Catalyst prediction with 721,799 reactions and 888 catalyst types from USPTO. Predict which catalyst facilitates the given reaction. (1) Reactant: Cl.Cl.CCOCC.Cl.Cl.[F:10][C:11]1[CH:12]=[C:13]2[C:17](=[CH:18][CH:19]=1)[NH:16][CH:15]=[C:14]2[CH2:20][CH2:21][CH2:22][CH2:23][NH:24][CH:25]1[CH2:38][O:37][C:28]2=[C:29]3[C:34](=[CH:35][CH:36]=[C:27]2[CH2:26]1)[N:33]=[CH:32][CH:31]=[CH:30]3.O. Product: [F:10][C:11]1[CH:12]=[C:13]2[C:17](=[CH:18][CH:19]=1)[NH:16][CH:15]=[C:14]2[CH2:20][CH2:21][CH2:22][CH2:23][NH:24][CH:25]1[CH2:38][O:37][C:28]2=[C:29]3[C:34](=[CH:35][CH:36]=[C:27]2[CH2:26]1)[N:33]=[CH:32][CH:31]=[CH:30]3. The catalyst class is: 13. (2) Reactant: [N:1]1([C:6]2[CH:31]=[CH:30][C:9]([CH2:10][C:11]3[C:12]([Cl:29])=[CH:13][C:14](OS(C(F)(F)F)(=O)=O)=[C:15]([CH:20]=3)[C:16]([O:18][CH3:19])=[O:17])=[CH:8][CH:7]=2)[CH:5]=[CH:4][CH:3]=[N:2]1.[CH2:32](C([Sn])=C(CCCC)CCCC)[CH2:33]CC.[Cl-].[Li+].[F-].[K+]. Product: [N:1]1([C:6]2[CH:31]=[CH:30][C:9]([CH2:10][C:11]3[C:12]([Cl:29])=[CH:13][C:14]([CH:32]=[CH2:33])=[C:15]([CH:20]=3)[C:16]([O:18][CH3:19])=[O:17])=[CH:8][CH:7]=2)[CH:5]=[CH:4][CH:3]=[N:2]1. The catalyst class is: 233. (3) Reactant: [NH2:1][CH2:2][C@H:3]1[N:8]([CH2:9][C:10]2[CH:15]=[CH:14][CH:13]=[CH:12][CH:11]=2)[CH2:7][CH2:6][N:5]([C:16]([O:18][C:19]([CH3:22])([CH3:21])[CH3:20])=[O:17])[CH2:4]1.[C:23](O)(=[O:30])[C:24]1[CH:29]=[CH:28][CH:27]=[CH:26][CH:25]=1.C(Cl)CCl.CCN(C(C)C)C(C)C. Product: [C:23]([NH:1][CH2:2][C@H:3]1[N:8]([CH2:9][C:10]2[CH:15]=[CH:14][CH:13]=[CH:12][CH:11]=2)[CH2:7][CH2:6][N:5]([C:16]([O:18][C:19]([CH3:22])([CH3:21])[CH3:20])=[O:17])[CH2:4]1)(=[O:30])[C:24]1[CH:29]=[CH:28][CH:27]=[CH:26][CH:25]=1. The catalyst class is: 4. (4) Reactant: [C:1]([C:5]1[N:6]=[C:7]([N:14]2[CH2:18][CH2:17][CH:16]([O:19]C(=O)C)[CH2:15]2)[C:8]2[CH:13]=[CH:12][NH:11][C:9]=2[N:10]=1)([CH3:4])([CH3:3])[CH3:2].[H-].[Na+].Br[CH2:26][C:27]1[CH:32]=[CH:31][CH:30]=[CH:29][C:28]=1[Cl:33]. Product: [C:1]([C:5]1[N:6]=[C:7]([N:14]2[CH2:18][CH2:17][CH:16]([OH:19])[CH2:15]2)[C:8]2[CH:13]=[CH:12][N:11]([CH2:26][C:27]3[CH:32]=[CH:31][CH:30]=[CH:29][C:28]=3[Cl:33])[C:9]=2[N:10]=1)([CH3:3])([CH3:2])[CH3:4]. The catalyst class is: 3.